The task is: Predict the reactants needed to synthesize the given product.. This data is from Full USPTO retrosynthesis dataset with 1.9M reactions from patents (1976-2016). (1) Given the product [NH2:26][CH2:25][C@@H:15]([NH:14][C:12]([C:10]1[N:9]=[CH:8][N:7]([C:6]2[N:5]([CH3:37])[N:4]=[CH:3][C:2]=2[Cl:1])[CH:11]=1)=[O:13])[CH2:16][C:17]1[CH:22]=[CH:21][C:20]([F:23])=[C:19]([F:24])[CH:18]=1, predict the reactants needed to synthesize it. The reactants are: [Cl:1][C:2]1[CH:3]=[N:4][N:5]([CH3:37])[C:6]=1[N:7]1[CH:11]=[C:10]([C:12]([NH:14][C@H:15]([CH2:25][N:26]2C(=O)C3C(=CC=CC=3)C2=O)[CH2:16][C:17]2[CH:22]=[CH:21][C:20]([F:23])=[C:19]([F:24])[CH:18]=2)=[O:13])[N:9]=[CH:8]1.O.NN. (2) The reactants are: [O:1]=[C:2]([C:11]1[CH:16]=[CH:15][CH:14]=[CH:13][N:12]=1)[CH2:3][O:4][CH:5]1[CH2:10][CH2:9][CH2:8][CH2:7][O:6]1.[BH4-].[Na+]. Given the product [N:12]1[CH:13]=[CH:14][CH:15]=[CH:16][C:11]=1[CH:2]([OH:1])[CH2:3][O:4][CH:5]1[CH2:10][CH2:9][CH2:8][CH2:7][O:6]1, predict the reactants needed to synthesize it. (3) Given the product [Br:17][CH2:1][C:2]1[C:10]2[C:9](=[O:11])[NH:8][C:7]([C:12]([O:14][CH2:15][CH3:16])=[O:13])=[N:6][C:5]=2[S:4][CH:3]=1, predict the reactants needed to synthesize it. The reactants are: [CH3:1][C:2]1[C:10]2[C:9](=[O:11])[NH:8][C:7]([C:12]([O:14][CH2:15][CH3:16])=[O:13])=[N:6][C:5]=2[S:4][CH:3]=1.[Br:17]N1C(=O)CCC1=O.N(C(C)(C)C#N)=NC(C)(C)C#N. (4) Given the product [Cl:36][C:35]1[C:30]([N:22]2[C:23]([C:25]([O:27][CH2:28][CH3:29])=[O:26])=[CH:24][C:20]([C:18](=[O:19])[CH2:17][N:5]3[N:6]=[N:7][C:3]([C:2]([F:9])([F:8])[F:1])=[N:4]3)=[N:21]2)=[N:31][CH:32]=[CH:33][CH:34]=1, predict the reactants needed to synthesize it. The reactants are: [F:1][C:2]([F:9])([F:8])[C:3]1[N:4]=[N:5][NH:6][N:7]=1.C(=O)([O-])[O-].[K+].[K+].Br[CH2:17][C:18]([C:20]1[CH:24]=[C:23]([C:25]([O:27][CH2:28][CH3:29])=[O:26])[N:22]([C:30]2[C:35]([Cl:36])=[CH:34][CH:33]=[CH:32][N:31]=2)[N:21]=1)=[O:19]. (5) Given the product [Cl:35][C:30]1[C:29]([CH3:36])=[N:28][C:27]2[N:32]([N:33]=[C:25]3[CH2:24][N:23]([C:21]([C:16]4[CH:17]=[CH:18][CH:19]=[CH:20][C:15]=4[CH2:14][CH:11]4[CH2:12][CH2:13][NH:8][CH2:9][CH2:10]4)=[O:22])[CH2:37][C:26]3=2)[C:31]=1[CH3:34], predict the reactants needed to synthesize it. The reactants are: C(OC([N:8]1[CH2:13][CH2:12][CH:11]([CH2:14][C:15]2[CH:20]=[CH:19][CH:18]=[CH:17][C:16]=2[C:21]([N:23]2[CH2:37][C:26]3=[C:27]4[N:32]([N:33]=[C:25]3[CH2:24]2)[C:31]([CH3:34])=[C:30]([Cl:35])[C:29]([CH3:36])=[N:28]4)=[O:22])[CH2:10][CH2:9]1)=O)(C)(C)C.C(O)(C(F)(F)F)=O. (6) Given the product [C:23]([N:9]=[C:8]([O:1][CH2:2][CH3:3])[C:7]([CH3:6])([O:11][C:12]1[CH:17]=[CH:16][CH:15]=[CH:14][CH:13]=1)[CH3:10])#[N:22], predict the reactants needed to synthesize it. The reactants are: [O-:1][CH2:2][CH3:3].[Na+].[Na].[CH3:6][C:7]([O:11][C:12]1[CH:17]=[CH:16][CH:15]=[CH:14][CH:13]=1)([CH3:10])[C:8]#[N:9].C(O)(=O)C.[NH2:22][C:23]#N. (7) Given the product [CH2:1]([CH2:3][NH2:4])[OH:2].[C:10](=[O:11])([O-:13])[O-:12].[K+:14].[K+:14], predict the reactants needed to synthesize it. The reactants are: [CH2:1]([CH2:3][NH2:4])[OH:2].[K].C(CN)O.[C:10](=[O:13])([O-:12])[O-:11].[K+:14].[K+]. (8) Given the product [CH3:6][C:5]([CH3:8])([CH3:7])[C@H:4]([NH:9][C:10]([O:12][C:13]([CH3:19])([CH3:18])[C:14]([F:15])([F:16])[F:17])=[O:11])[C:3]([OH:20])=[O:2], predict the reactants needed to synthesize it. The reactants are: C[O:2][C:3](=[O:20])[C@@H:4]([NH:9][C:10]([O:12][C:13]([CH3:19])([CH3:18])[C:14]([F:17])([F:16])[F:15])=[O:11])[C:5]([CH3:8])([CH3:7])[CH3:6].O.[OH-].[Li+].[Li+].[OH-]. (9) Given the product [C:2]1([CH2:1][N:8]2[CH2:13][CH2:12][CH:11]([N:15]3[CH2:20][CH2:19][O:18][CH2:17][CH2:16]3)[CH2:10][CH2:9]2)[CH:7]=[CH:6][CH:5]=[CH:4][CH:3]=1, predict the reactants needed to synthesize it. The reactants are: [CH2:1]([N:8]1[CH2:13][CH2:12][CH2:11][CH2:10][C:9]1=O)[C:2]1[CH:7]=[CH:6][CH:5]=[CH:4][CH:3]=1.[NH:15]1[CH2:20][CH2:19][O:18][CH2:17][CH2:16]1.C1(C)C=CC(S(O)(=O)=O)=CC=1.C(O[BH-](OC(=O)C)OC(=O)C)(=O)C.[Na+].C(=O)([O-])[O-].[K+].[K+].